From a dataset of Forward reaction prediction with 1.9M reactions from USPTO patents (1976-2016). Predict the product of the given reaction. (1) Given the reactants [Br:1][C:2]1[C:14]2[C:13]3[CH2:12][CH2:11][N:10]([C:15](=[O:24])[CH:16](Cl)[C:17]4[CH:22]=[CH:21][CH:20]=[CH:19][CH:18]=4)[CH2:9][C:8]=3[CH:7]=[N:6][C:5]=2[NH:4][N:3]=1.CCN(C(C)C)C(C)C.[N:34]1([C:40]([O:42][C:43]([CH3:46])([CH3:45])[CH3:44])=[O:41])[CH2:39][CH2:38][NH:37][CH2:36][CH2:35]1, predict the reaction product. The product is: [Br:1][C:2]1[C:14]2[C:13]3[CH2:12][CH2:11][N:10]([C:15](=[O:24])[CH:16]([N:37]4[CH2:36][CH2:35][N:34]([C:40]([O:42][C:43]([CH3:46])([CH3:45])[CH3:44])=[O:41])[CH2:39][CH2:38]4)[C:17]4[CH:22]=[CH:21][CH:20]=[CH:19][CH:18]=4)[CH2:9][C:8]=3[CH:7]=[N:6][C:5]=2[NH:4][N:3]=1. (2) The product is: [F:14][C:15]1[CH:20]=[CH:19][C:18]([N:21]2[CH2:25][C:24]3([CH2:26][CH2:27][N:28]([C:2]4[N:3]=[N:4][C:5]([C:8]5[O:12][N:11]=[C:10]([CH3:13])[N:9]=5)=[CH:6][CH:7]=4)[CH2:29][CH2:30]3)[O:23][C:22]2=[O:31])=[CH:17][CH:16]=1. Given the reactants Cl[C:2]1[N:3]=[N:4][C:5]([C:8]2[O:12][N:11]=[C:10]([CH3:13])[N:9]=2)=[CH:6][CH:7]=1.[F:14][C:15]1[CH:20]=[CH:19][C:18]([N:21]2[CH2:25][C:24]3([CH2:30][CH2:29][NH:28][CH2:27][CH2:26]3)[O:23][C:22]2=[O:31])=[CH:17][CH:16]=1.C(=O)([O-])[O-].[K+].[K+], predict the reaction product. (3) Given the reactants [I:1][C:2]1[CH:3]=[C:4]2[C:9](=[CH:10][CH:11]=1)[C:8](=[O:12])[NH:7][C:6](=[O:13])/[C:5]/2=[CH:14]\[NH:15][C:16]1[CH:17]=[N:18][C:19]([N:22]2[CH2:27][CH2:26][NH:25][CH2:24][CH2:23]2)=[CH:20][CH:21]=1.C(O[BH-](OC(=O)C)OC(=O)C)(=O)C.[Na+].[CH:42]1([CH:45]=O)[CH2:44][CH2:43]1.C(O)(=O)C.C(=O)(O)[O-].[Na+], predict the reaction product. The product is: [CH:42]1([CH2:45][N:25]2[CH2:24][CH2:23][N:22]([C:19]3[N:18]=[CH:17][C:16]([NH:15]/[CH:14]=[C:5]4\[C:6](=[O:13])[NH:7][C:8](=[O:12])[C:9]5[C:4]\4=[CH:3][C:2]([I:1])=[CH:11][CH:10]=5)=[CH:21][CH:20]=3)[CH2:27][CH2:26]2)[CH2:44][CH2:43]1. (4) Given the reactants [CH:1]1([O:5][C:6]2[C:15]([C:16]3[N:17]([CH2:34][O:35][CH2:36][CH2:37][Si:38]([CH3:41])([CH3:40])[CH3:39])[C:18]([C:21]4[CH2:22][CH2:23][N:24]([C:27]([O:29][C:30]([CH3:33])([CH3:32])[CH3:31])=[O:28])[CH2:25][CH:26]=4)=[CH:19][N:20]=3)=[CH:14][CH:13]=[C:12]3[C:7]=2[CH2:8][CH2:9][C@H:10]([CH3:47])[N:11]3[C:42]([CH:44]2[CH2:46][CH2:45]2)=[O:43])[CH2:4][CH2:3][CH2:2]1, predict the reaction product. The product is: [CH:1]1([O:5][C:6]2[C:15]([C:16]3[N:17]([CH2:34][O:35][CH2:36][CH2:37][Si:38]([CH3:39])([CH3:40])[CH3:41])[C:18]([CH:21]4[CH2:26][CH2:25][N:24]([C:27]([O:29][C:30]([CH3:32])([CH3:33])[CH3:31])=[O:28])[CH2:23][CH2:22]4)=[CH:19][N:20]=3)=[CH:14][CH:13]=[C:12]3[C:7]=2[CH2:8][CH2:9][C@H:10]([CH3:47])[N:11]3[C:42]([CH:44]2[CH2:45][CH2:46]2)=[O:43])[CH2:2][CH2:3][CH2:4]1. (5) Given the reactants Cl.[NH2:2][C@@H:3]([CH2:24][CH:25]1[CH2:30][CH2:29][CH2:28][CH2:27][CH2:26]1)[C:4]([NH:6][C@H:7]1[CH2:13][CH2:12][CH2:11][N:10]([S:14]([C:17]2[CH:22]=[CH:21][CH:20]=[CH:19][N:18]=2)(=[O:16])=[O:15])[CH2:9][C@@H:8]1[OH:23])=[O:5].[F:31][C:32]([F:42])([F:41])[C:33]1[O:37][C:36]([C:38](O)=[O:39])=[CH:35][CH:34]=1.CC(OI1(OC(C)=O)(OC(C)=O)OC(=O)C2C=CC=CC1=2)=O, predict the reaction product. The product is: [CH:25]1([CH2:24][C@H:3]([NH:2][C:38]([C:36]2[O:37][C:33]([C:32]([F:42])([F:31])[F:41])=[CH:34][CH:35]=2)=[O:39])[C:4](=[O:5])[NH:6][C@H:7]2[CH2:13][CH2:12][CH2:11][N:10]([S:14]([C:17]3[CH:22]=[CH:21][CH:20]=[CH:19][N:18]=3)(=[O:15])=[O:16])[CH2:9][C:8]2=[O:23])[CH2:30][CH2:29][CH2:28][CH2:27][CH2:26]1.